This data is from Reaction yield outcomes from USPTO patents with 853,638 reactions. The task is: Predict the reaction yield, written as a fraction of the theoretical maximum amount of product (1.0 means a 100% yield; for example, 0.34 means a 34% yield). (1) The reactants are [CH2:1]([N:6]1[C:14]2[N:13]=[CH:12][NH:11][C:10]=2[C:9](=[O:15])[NH:8]/[C:7]/1=[N:16]\[NH2:17])[CH2:2][CH2:3][CH2:4][CH3:5].[C:18]([NH:28][CH2:29][C:30](O)=[O:31])([O:20][CH2:21][C:22]1[CH:27]=[CH:26][CH:25]=[CH:24][CH:23]=1)=[O:19].F[P-](F)(F)(F)(F)F.N1(O[P+](N(C)C)(N(C)C)N(C)C)C2C=CC=CC=2N=N1.C(N(CC)CC)C. The yield is 0.860. The product is [O:31]=[C:30]([NH:17]/[N:16]=[C:7]1\[NH:8][C:9](=[O:15])[C:10]2[NH:11][CH:12]=[N:13][C:14]=2[N:6]\1[CH2:1][CH2:2][CH2:3][CH2:4][CH3:5])[CH2:29][NH:28][C:18](=[O:19])[O:20][CH2:21][C:22]1[CH:23]=[CH:24][CH:25]=[CH:26][CH:27]=1. The catalyst is CN(C=O)C.CCOC(C)=O. (2) The yield is 0.950. The product is [F:1][C:2]([F:23])([F:24])[C:3]1[CH:4]=[CH:5][C:6]([O:9][C:10]2[CH:11]=[C:12]3[C:17](=[CH:18][CH:19]=2)[N:16]=[C:15]([C:20]([N:28]2[CH2:27][CH2:26][N:25]([C:31]([O:33][C:34]([CH3:37])([CH3:36])[CH3:35])=[O:32])[CH2:30][CH2:29]2)=[O:21])[CH:14]=[CH:13]3)=[N:7][CH:8]=1. The reactants are [F:1][C:2]([F:24])([F:23])[C:3]1[CH:4]=[CH:5][C:6]([O:9][C:10]2[CH:11]=[C:12]3[C:17](=[CH:18][CH:19]=2)[N:16]=[C:15]([C:20](O)=[O:21])[CH:14]=[CH:13]3)=[N:7][CH:8]=1.[N:25]1([C:31]([O:33][C:34]([CH3:37])([CH3:36])[CH3:35])=[O:32])[CH2:30][CH2:29][NH:28][CH2:27][CH2:26]1.C(N(CC)CC)C.C(P1(=O)OP(=O)(CCC)OP(=O)(CCC)O1)CC. The catalyst is O1CCCC1.C(OCC)(=O)C.O.